Dataset: Forward reaction prediction with 1.9M reactions from USPTO patents (1976-2016). Task: Predict the product of the given reaction. (1) Given the reactants [Si]([O:8][C@H:9]1[CH2:18][C:17](C)(C)C[C:15]2N=C(C(C)C)C([C@@H](F)C3C=CC(C(F)(F)F)=CC=3)=[C:11](C3CCCCC3)[C:10]1=2)(C(C)(C)C)(C)C, predict the reaction product. The product is: [CH3:17][CH2:18][CH2:9][CH:10]([CH3:11])[CH3:15].[CH:9]([OH:8])([CH3:18])[CH3:10]. (2) The product is: [NH2:12][C:4]1[C:5]2[O:9][C:8](=[O:10])[NH:7][C:6]=2[CH:11]=[CH:2][CH:3]=1. Given the reactants Cl[C:2]1[CH:3]=[C:4]([N+:12]([O-])=O)[C:5]2[O:9][C:8](=[O:10])[NH:7][C:6]=2[CH:11]=1, predict the reaction product. (3) Given the reactants [Br:1]N1C(=O)CCC1=O.[F:9][CH:10]([F:17])[C:11]1[CH:15]=[CH:14][N:13]([CH3:16])[N:12]=1.FC(F)C1N(C)N=CC=1.O, predict the reaction product. The product is: [Br:1][C:15]1[C:11]([CH:10]([F:17])[F:9])=[N:12][N:13]([CH3:16])[CH:14]=1. (4) Given the reactants [CH3:1][O:2][C:3]1[CH:4]=[C:5]2[C:10](=[CH:11][C:12]=1[O:13][CH3:14])[N:9]=[CH:8][NH:7][C:6]2=O.P(Cl)(Cl)([Cl:18])=O, predict the reaction product. The product is: [Cl:18][C:6]1[C:5]2[C:10](=[CH:11][C:12]([O:13][CH3:14])=[C:3]([O:2][CH3:1])[CH:4]=2)[N:9]=[CH:8][N:7]=1. (5) The product is: [Cl:1][C:2]1[CH:3]=[C:4]([N:9]2[C:13]([C:14]3[CH:15]=[N:16][CH:17]=[C:18]([Cl:20])[CH:19]=3)=[CH:12][C:11]([C:21]([N:46]3[CH2:50][C:49](=[O:51])[NH:48][CH2:47]3)=[O:23])=[N:10]2)[CH:5]=[CH:6][C:7]=1[F:8]. Given the reactants [Cl:1][C:2]1[CH:3]=[C:4]([N:9]2[C:13]([C:14]3[CH:15]=[N:16][CH:17]=[C:18]([Cl:20])[CH:19]=3)=[CH:12][C:11]([C:21]([OH:23])=O)=[N:10]2)[CH:5]=[CH:6][C:7]=1[F:8].ClC1C=C(N2C(C3C=NC=C(F)C=3)=CC(C([N:46]3[CH2:50][C:49](=[O:51])[NH:48][CH2:47]3)=O)=N2)C=CC=1F.Cl.N1C=CNC1=O, predict the reaction product. (6) Given the reactants [CH:1]12B[CH:5]([CH2:6][CH2:7][CH2:8]1)[CH2:4][CH2:3][CH2:2]2.[CH2:10]([N:17]1[CH2:22][CH2:21][N:20]([CH2:23][C:24]2[CH:29]=[CH:28][CH:27]=[CH:26][CH:25]=2)[CH2:19][C@@H:18]1[CH:30]=[CH2:31])[C:11]1[CH:16]=[CH:15][CH:14]=[CH:13][CH:12]=1.C1(P(C2C=CC=CC=2)C2C=CC=CC=2)C=CC=CC=1.BrC=CC1C=CC=CC=1.[OH-].[Na+], predict the reaction product. The product is: [CH2:10]([N:17]1[CH2:22][CH2:21][N:20]([CH2:23][C:24]2[CH:29]=[CH:28][CH:27]=[CH:26][CH:25]=2)[CH2:19][C@@H:18]1[CH2:30][CH2:31][CH:1]=[CH:8][C:7]1[CH:2]=[CH:3][CH:4]=[CH:5][CH:6]=1)[C:11]1[CH:12]=[CH:13][CH:14]=[CH:15][CH:16]=1.